This data is from NCI-60 drug combinations with 297,098 pairs across 59 cell lines. The task is: Regression. Given two drug SMILES strings and cell line genomic features, predict the synergy score measuring deviation from expected non-interaction effect. (1) Drug 1: CN1CCC(CC1)COC2=C(C=C3C(=C2)N=CN=C3NC4=C(C=C(C=C4)Br)F)OC. Drug 2: CN(CCCl)CCCl.Cl. Cell line: T-47D. Synergy scores: CSS=8.85, Synergy_ZIP=-5.05, Synergy_Bliss=1.95, Synergy_Loewe=-1.95, Synergy_HSA=1.10. (2) Drug 1: CC12CCC(CC1=CCC3C2CCC4(C3CC=C4C5=CN=CC=C5)C)O. Drug 2: C1CCC(C(C1)N)N.C(=O)(C(=O)[O-])[O-].[Pt+4]. Cell line: SK-MEL-2. Synergy scores: CSS=8.15, Synergy_ZIP=0.526, Synergy_Bliss=8.29, Synergy_Loewe=6.35, Synergy_HSA=6.03. (3) Drug 1: CC1C(C(CC(O1)OC2CC(CC3=C2C(=C4C(=C3O)C(=O)C5=C(C4=O)C(=CC=C5)OC)O)(C(=O)C)O)N)O.Cl. Drug 2: C1C(C(OC1N2C=NC3=C(N=C(N=C32)Cl)N)CO)O. Cell line: NCI-H522. Synergy scores: CSS=7.18, Synergy_ZIP=-4.72, Synergy_Bliss=-0.476, Synergy_Loewe=-1.86, Synergy_HSA=0.490. (4) Drug 1: CN(C)N=NC1=C(NC=N1)C(=O)N. Drug 2: CC12CCC3C(C1CCC2O)C(CC4=C3C=CC(=C4)O)CCCCCCCCCS(=O)CCCC(C(F)(F)F)(F)F. Cell line: MCF7. Synergy scores: CSS=12.5, Synergy_ZIP=-2.65, Synergy_Bliss=-6.40, Synergy_Loewe=-11.2, Synergy_HSA=-6.55. (5) Drug 1: C1=CC(=C2C(=C1NCCNCCO)C(=O)C3=C(C=CC(=C3C2=O)O)O)NCCNCCO. Drug 2: CC1C(C(CC(O1)OC2CC(CC3=C2C(=C4C(=C3O)C(=O)C5=C(C4=O)C(=CC=C5)OC)O)(C(=O)CO)O)N)O.Cl. Cell line: UACC-257. Synergy scores: CSS=50.8, Synergy_ZIP=3.16, Synergy_Bliss=5.56, Synergy_Loewe=6.07, Synergy_HSA=7.45. (6) Drug 1: C#CCC(CC1=CN=C2C(=N1)C(=NC(=N2)N)N)C3=CC=C(C=C3)C(=O)NC(CCC(=O)O)C(=O)O. Drug 2: CC1C(C(CC(O1)OC2CC(CC3=C2C(=C4C(=C3O)C(=O)C5=C(C4=O)C(=CC=C5)OC)O)(C(=O)CO)O)N)O.Cl. Cell line: HT29. Synergy scores: CSS=31.0, Synergy_ZIP=-4.29, Synergy_Bliss=-2.47, Synergy_Loewe=-0.315, Synergy_HSA=0.223.